Dataset: NCI-60 drug combinations with 297,098 pairs across 59 cell lines. Task: Regression. Given two drug SMILES strings and cell line genomic features, predict the synergy score measuring deviation from expected non-interaction effect. (1) Drug 1: CC1C(C(=O)NC(C(=O)N2CCCC2C(=O)N(CC(=O)N(C(C(=O)O1)C(C)C)C)C)C(C)C)NC(=O)C3=C4C(=C(C=C3)C)OC5=C(C(=O)C(=C(C5=N4)C(=O)NC6C(OC(=O)C(N(C(=O)CN(C(=O)C7CCCN7C(=O)C(NC6=O)C(C)C)C)C)C(C)C)C)N)C. Drug 2: C#CCC(CC1=CN=C2C(=N1)C(=NC(=N2)N)N)C3=CC=C(C=C3)C(=O)NC(CCC(=O)O)C(=O)O. Cell line: HCC-2998. Synergy scores: CSS=36.8, Synergy_ZIP=-8.85, Synergy_Bliss=-10.5, Synergy_Loewe=-7.47, Synergy_HSA=-6.40. (2) Drug 1: CC1=CC2C(CCC3(C2CCC3(C(=O)C)OC(=O)C)C)C4(C1=CC(=O)CC4)C. Drug 2: C1=CC=C(C(=C1)C(C2=CC=C(C=C2)Cl)C(Cl)Cl)Cl. Cell line: NCI-H322M. Synergy scores: CSS=-6.90, Synergy_ZIP=3.17, Synergy_Bliss=0.0548, Synergy_Loewe=-4.15, Synergy_HSA=-4.28. (3) Cell line: NCI-H226. Synergy scores: CSS=5.40, Synergy_ZIP=-0.819, Synergy_Bliss=-0.274, Synergy_Loewe=-7.03, Synergy_HSA=-2.01. Drug 2: CN1C(=O)N2C=NC(=C2N=N1)C(=O)N. Drug 1: CC1=CC=C(C=C1)C2=CC(=NN2C3=CC=C(C=C3)S(=O)(=O)N)C(F)(F)F. (4) Synergy scores: CSS=12.2, Synergy_ZIP=6.97, Synergy_Bliss=8.96, Synergy_Loewe=5.67, Synergy_HSA=5.78. Drug 2: CC(C)(C#N)C1=CC(=CC(=C1)CN2C=NC=N2)C(C)(C)C#N. Drug 1: CCC(=C(C1=CC=CC=C1)C2=CC=C(C=C2)OCCN(C)C)C3=CC=CC=C3.C(C(=O)O)C(CC(=O)O)(C(=O)O)O. Cell line: MOLT-4. (5) Synergy scores: CSS=15.7, Synergy_ZIP=1.31, Synergy_Bliss=2.26, Synergy_Loewe=-5.74, Synergy_HSA=0.438. Cell line: OVCAR-4. Drug 1: CC12CCC3C(C1CCC2=O)CC(=C)C4=CC(=O)C=CC34C. Drug 2: C(CCl)NC(=O)N(CCCl)N=O. (6) Synergy scores: CSS=8.51, Synergy_ZIP=-5.65, Synergy_Bliss=-6.23, Synergy_Loewe=-7.95, Synergy_HSA=-7.37. Cell line: MDA-MB-231. Drug 1: C1CCC(CC1)NC(=O)N(CCCl)N=O. Drug 2: CC1C(C(CC(O1)OC2CC(OC(C2O)C)OC3=CC4=CC5=C(C(=O)C(C(C5)C(C(=O)C(C(C)O)O)OC)OC6CC(C(C(O6)C)O)OC7CC(C(C(O7)C)O)OC8CC(C(C(O8)C)O)(C)O)C(=C4C(=C3C)O)O)O)O.